From a dataset of Peptide-MHC class I binding affinity with 185,985 pairs from IEDB/IMGT. Regression. Given a peptide amino acid sequence and an MHC pseudo amino acid sequence, predict their binding affinity value. This is MHC class I binding data. (1) The peptide sequence is EEMATKADY. The MHC is HLA-A26:01 with pseudo-sequence HLA-A26:01. The binding affinity (normalized) is 0.0847. (2) The peptide sequence is EVADRVIFM. The MHC is HLA-B27:05 with pseudo-sequence HLA-B27:05. The binding affinity (normalized) is 0.0847. (3) The MHC is Mamu-A07 with pseudo-sequence Mamu-A07. The binding affinity (normalized) is 0. The peptide sequence is NGDYSEVAL. (4) The peptide sequence is ILPEEQDQNY. The MHC is HLA-A01:01 with pseudo-sequence HLA-A01:01. The binding affinity (normalized) is 0.0235. (5) The peptide sequence is IGLIIPPL. The MHC is HLA-A02:01 with pseudo-sequence HLA-A02:01. The binding affinity (normalized) is 0.507. (6) The peptide sequence is QFNFNGHTY. The MHC is HLA-A02:06 with pseudo-sequence HLA-A02:06. The binding affinity (normalized) is 0. (7) The peptide sequence is SGVLWDTPSP. The MHC is HLA-A30:01 with pseudo-sequence HLA-A30:01. The binding affinity (normalized) is 0. (8) The peptide sequence is LSVETITEK. The MHC is HLA-A03:01 with pseudo-sequence HLA-A03:01. The binding affinity (normalized) is 0.300. (9) The MHC is HLA-A11:01 with pseudo-sequence HLA-A11:01. The peptide sequence is TVYDDAARR. The binding affinity (normalized) is 0.577. (10) The peptide sequence is SRKASNTIL. The MHC is HLA-B44:02 with pseudo-sequence HLA-B44:02. The binding affinity (normalized) is 0.0847.